Dataset: Forward reaction prediction with 1.9M reactions from USPTO patents (1976-2016). Task: Predict the product of the given reaction. (1) Given the reactants [CH2:1]([O:13][CH2:14][C:15]([CH2:20][O:21][CH2:22][CH2:23][CH2:24][CH2:25][CH2:26][CH2:27][CH2:28][CH2:29][CH2:30][CH2:31][CH2:32][CH3:33])([CH2:18][OH:19])[CH2:16][OH:17])[CH2:2][CH2:3][CH2:4][CH2:5][CH2:6][CH2:7][CH2:8][CH2:9][CH2:10][CH2:11][CH3:12].[H-].[Na+:35].[S:36]1([O:42][CH2:41][CH2:40][O:39]1)(=[O:38])=[O:37].Cl, predict the reaction product. The product is: [S:36]([O:42][S:36]([O-:39])(=[O:38])=[O:37])([O-:39])(=[O:38])=[O:37].[CH2:22]([O:21][CH2:20][C:15]([CH2:14][O:13][CH2:1][CH2:2][CH2:3][CH2:4][CH2:5][CH2:6][CH2:7][CH2:8][CH2:9][CH2:10][CH2:11][CH3:12])([CH2:18][O:19][CH2:40][CH2:41][OH:42])[CH2:16][O:17][CH2:40][CH2:41][OH:42])[CH2:23][CH2:24][CH2:25][CH2:26][CH2:27][CH2:28][CH2:29][CH2:30][CH2:31][CH2:32][CH3:33].[Na+:35].[Na+:35]. (2) Given the reactants [O:1]1[CH:5]=[CH:4][C:3](B(O)O)=[CH:2]1.Br[C:10]1[CH:11]=[C:12]([CH:14]=[CH:15][C:16]=1[F:17])[NH2:13], predict the reaction product. The product is: [F:17][C:16]1[CH:15]=[CH:14][C:12]([NH2:13])=[CH:11][C:10]=1[C:3]1[CH:4]=[CH:5][O:1][CH:2]=1.